From a dataset of NCI-60 drug combinations with 297,098 pairs across 59 cell lines. Regression. Given two drug SMILES strings and cell line genomic features, predict the synergy score measuring deviation from expected non-interaction effect. Drug 1: CCC1=CC2CC(C3=C(CN(C2)C1)C4=CC=CC=C4N3)(C5=C(C=C6C(=C5)C78CCN9C7C(C=CC9)(C(C(C8N6C)(C(=O)OC)O)OC(=O)C)CC)OC)C(=O)OC.C(C(C(=O)O)O)(C(=O)O)O. Drug 2: COC1=CC(=CC(=C1O)OC)C2C3C(COC3=O)C(C4=CC5=C(C=C24)OCO5)OC6C(C(C7C(O6)COC(O7)C8=CC=CS8)O)O. Cell line: 786-0. Synergy scores: CSS=35.4, Synergy_ZIP=-4.25, Synergy_Bliss=-4.00, Synergy_Loewe=-3.76, Synergy_HSA=0.263.